From a dataset of Full USPTO retrosynthesis dataset with 1.9M reactions from patents (1976-2016). Predict the reactants needed to synthesize the given product. (1) Given the product [CH3:2][O:3][C:4](=[O:15])[C@@H:5]([NH:14][C:22](=[O:23])[C:21]1[CH:25]=[C:17]([NH2:16])[CH:18]=[CH:19][C:20]=1[Cl:26])[CH2:6][C:7]1[CH:12]=[CH:11][C:10]([Br:13])=[CH:9][CH:8]=1, predict the reactants needed to synthesize it. The reactants are: Cl.[CH3:2][O:3][C:4](=[O:15])[C@@H:5]([NH2:14])[CH2:6][C:7]1[CH:12]=[CH:11][C:10]([Br:13])=[CH:9][CH:8]=1.[NH2:16][C:17]1[CH:18]=[CH:19][C:20]([Cl:26])=[C:21]([CH:25]=1)[C:22](O)=[O:23].Cl. (2) Given the product [OH:14][CH2:13][CH2:12][N:11]([CH2:2][C:3]1[CH:4]=[C:5]([CH:8]=[CH:9][CH:10]=1)[C:6]#[N:7])[CH2:15][CH2:16][OH:17], predict the reactants needed to synthesize it. The reactants are: Br[CH2:2][C:3]1[CH:4]=[C:5]([CH:8]=[CH:9][CH:10]=1)[C:6]#[N:7].[NH:11]([CH2:15][CH2:16][OH:17])[CH2:12][CH2:13][OH:14]. (3) Given the product [C:17]([C:6]([C:10]1[S:11][CH:12]=[CH:13][C:14]=1[C:15]#[N:16])([CH:7]([CH3:9])[CH3:8])[CH2:5][CH2:4][CH2:3][OH:19])#[N:18], predict the reactants needed to synthesize it. The reactants are: C([CH:3]([O-:19])[CH2:4][CH2:5][C:6]([C:17]#[N:18])([C:10]1[S:11][CH:12]=[CH:13][C:14]=1[C:15]#[N:16])[CH:7]([CH3:9])[CH3:8])C.[BH4-].[Li+].Cl. (4) Given the product [C:9]([O:13][C:14]([C@@H:15]1[CH2:4][C@H:16]1[C:17]1[CH:18]=[CH:19][C:20]([O:27][CH3:28])=[C:21]([CH:26]=1)[C:22]([O:24][CH3:25])=[O:23])=[O:29])([CH3:12])([CH3:11])[CH3:10], predict the reactants needed to synthesize it. The reactants are: [H-].[Na+].[I-].[CH3:4][S+](C)(C)=O.[C:9]([O:13][C:14](=[O:29])/[CH:15]=[CH:16]/[C:17]1[CH:18]=[CH:19][C:20]([O:27][CH3:28])=[C:21]([CH:26]=1)[C:22]([O:24][CH3:25])=[O:23])([CH3:12])([CH3:11])[CH3:10].[Cl-].[NH4+]. (5) Given the product [Si:1]([O:18][CH2:19][CH2:20][C:21]([F:32])([F:31])[CH2:22][P:23](=[O:30])([O:24][CH2:25][CH3:26])[O:27][CH2:28][CH3:29])([C:14]([CH3:17])([CH3:16])[CH3:15])([C:8]1[CH:13]=[CH:12][CH:11]=[CH:10][CH:9]=1)[C:2]1[CH:7]=[CH:6][CH:5]=[CH:4][CH:3]=1, predict the reactants needed to synthesize it. The reactants are: [Si:1]([O:18][CH2:19][CH:20](OC(OC1C=CC=CC=1)=S)[C:21]([F:32])([F:31])[CH2:22][P:23](=[O:30])([O:27][CH2:28][CH3:29])[O:24][CH2:25][CH3:26])([C:14]([CH3:17])([CH3:16])[CH3:15])([C:8]1[CH:13]=[CH:12][CH:11]=[CH:10][CH:9]=1)[C:2]1[CH:7]=[CH:6][CH:5]=[CH:4][CH:3]=1.C([SnH](CCCC)CCCC)CCC.CC(N=NC(C#N)(C)C)(C#N)C. (6) Given the product [CH:17]1([C:20](=[O:21])[CH2:2][C:1]([C:4]2[CH:12]=[C:11]3[C:7]([C:8]([CH3:16])([CH3:15])[C:9](=[O:14])[N:10]3[CH3:13])=[CH:6][CH:5]=2)=[O:3])[CH2:19][CH2:18]1, predict the reactants needed to synthesize it. The reactants are: [C:1]([C:4]1[CH:12]=[C:11]2[C:7]([C:8]([CH3:16])([CH3:15])[C:9](=[O:14])[N:10]2[CH3:13])=[CH:6][CH:5]=1)(=[O:3])[CH3:2].[CH:17]1([C:20](OC)=[O:21])[CH2:19][CH2:18]1.[H-].[Na+].